This data is from Catalyst prediction with 721,799 reactions and 888 catalyst types from USPTO. The task is: Predict which catalyst facilitates the given reaction. Reactant: C1(P(C2C=CC=CC=2)C2C=CC=CC=2)C=CC=CC=1.C(=O)([O-])[O-].[Ca+2].[N:25]([CH2:28][CH2:29][C:30]1[CH:35]=[CH:34][CH:33]=[CH:32][C:31]=1[N+:36]([O-:38])=[O:37])=[N+]=[N-]. Product: [NH2:25][CH2:28][CH2:29][C:30]1[CH:35]=[CH:34][CH:33]=[CH:32][C:31]=1[N+:36]([O-:38])=[O:37]. The catalyst class is: 48.